Dataset: Forward reaction prediction with 1.9M reactions from USPTO patents (1976-2016). Task: Predict the product of the given reaction. (1) Given the reactants Br[C:2]1[CH:10]=[C:9]2[C:5]([C:6](C(OCC)=O)=[N:7][NH:8]2)=[CH:4][CH:3]=1.[CH3:16][C:17]1([CH3:33])[C:21]([CH3:23])([CH3:22])[O:20][B:19]([B:19]2[O:20][C:21]([CH3:23])([CH3:22])[C:17]([CH3:33])([CH3:16])[O:18]2)[O:18]1.CC([O-])=O.[K+].CS(C)=O, predict the reaction product. The product is: [CH3:16][C:17]1([CH3:33])[C:21]([CH3:23])([CH3:22])[O:20][B:19]([C:4]2[CH:3]=[CH:2][CH:10]=[C:9]3[C:5]=2[CH:6]=[N:7][NH:8]3)[O:18]1. (2) Given the reactants [C:1]([CH:4]([C:11](=O)[CH3:12])[CH2:5][C:6]([O:8][CH2:9][CH3:10])=[O:7])(=O)[CH3:2].O.[NH2:15][NH2:16], predict the reaction product. The product is: [CH3:2][C:1]1[C:4]([CH2:5][C:6]([O:8][CH2:9][CH3:10])=[O:7])=[C:11]([CH3:12])[NH:16][N:15]=1. (3) Given the reactants [C:1]([C:5]1[CH:6]=[C:7]([C:15]2[N:19]([C:20]3[CH:25]=[CH:24][C:23]([C:26]([N:28]4[CH2:33][CH2:32][N:31]([CH3:34])[CH2:30][CH2:29]4)=[O:27])=[CH:22][CH:21]=3)[N:18]=[C:17]([C:35]3[CH:44]=[CH:43][C:38]([C:39]([O:41]C)=[O:40])=[CH:37][CH:36]=3)[CH:16]=2)[CH:8]=[C:9]([S:11][CH:12]([CH3:14])[CH3:13])[CH:10]=1)([CH3:4])([CH3:3])[CH3:2].[OH-].[Li+].Cl, predict the reaction product. The product is: [C:1]([C:5]1[CH:6]=[C:7]([C:15]2[N:19]([C:20]3[CH:21]=[CH:22][C:23]([C:26]([N:28]4[CH2:29][CH2:30][N:31]([CH3:34])[CH2:32][CH2:33]4)=[O:27])=[CH:24][CH:25]=3)[N:18]=[C:17]([C:35]3[CH:44]=[CH:43][C:38]([C:39]([OH:41])=[O:40])=[CH:37][CH:36]=3)[CH:16]=2)[CH:8]=[C:9]([S:11][CH:12]([CH3:14])[CH3:13])[CH:10]=1)([CH3:3])([CH3:4])[CH3:2]. (4) Given the reactants [NH2:1][CH:2]([CH2:24][C:25]1[CH:26]=[N:27][CH:28]=[CH:29][CH:30]=1)[C:3]([N:5]1[CH2:10][CH2:9][N:8]([CH:11]([C:18]2[CH:23]=[CH:22][CH:21]=[CH:20][CH:19]=2)[C:12]2[CH:17]=[CH:16][CH:15]=[CH:14][CH:13]=2)[CH2:7][CH2:6]1)=[O:4].C([N:33]([CH2:36][CH3:37])[CH2:34][CH3:35])C.N1C2C=C[CH:44]=[C:43]([C:48](O)=[O:49])[C:42]=2[CH:41]=[CH:40]C=1.Cl.CN(C)CCCN=C=NCC, predict the reaction product. The product is: [CH:11]([N:8]1[CH2:9][CH2:10][N:5]([C:3](=[O:4])[CH:2]([NH:1][C:48]([C:43]2[CH:42]=[C:41]3[C:34](=[CH:35][CH:44]=2)[N:33]=[CH:36][CH:37]=[CH:40]3)=[O:49])[CH2:24][C:25]2[CH:26]=[N:27][CH:28]=[CH:29][CH:30]=2)[CH2:6][CH2:7]1)([C:18]1[CH:19]=[CH:20][CH:21]=[CH:22][CH:23]=1)[C:12]1[CH:17]=[CH:16][CH:15]=[CH:14][CH:13]=1. (5) Given the reactants [F:1][CH:2]([F:38])[O:3][C:4]1[CH:9]=[CH:8][C:7]([N:10]2[CH:14]=[C:13]([C:15]([NH:17][C:18]3[CH:23]=[CH:22][C:21]([C@@H:24]4[O:29][CH2:28][CH2:27][N:26](C(OC(C)(C)C)=O)[CH2:25]4)=[CH:20][C:19]=3[F:37])=[O:16])[N:12]=[N:11]2)=[CH:6][CH:5]=1.[ClH:39].CCOCC, predict the reaction product. The product is: [ClH:39].[F:38][CH:2]([F:1])[O:3][C:4]1[CH:9]=[CH:8][C:7]([N:10]2[CH:14]=[C:13]([C:15]([NH:17][C:18]3[CH:23]=[CH:22][C:21]([C@@H:24]4[O:29][CH2:28][CH2:27][NH:26][CH2:25]4)=[CH:20][C:19]=3[F:37])=[O:16])[N:12]=[N:11]2)=[CH:6][CH:5]=1. (6) The product is: [F:1][C:2]1[CH:3]=[C:4]([N:24]2[CH:28]=[N:27][N:26]=[N:25]2)[CH:5]=[C:6]2[C:10]=1[N:9]([CH2:11][C:12]1[CH:17]=[CH:16][C:15]([CH:18]3[CH2:23][CH2:22][N:21]([C:37]([O:39][CH:40]([CH3:42])[CH3:41])=[O:38])[CH2:20][CH2:19]3)=[CH:14][N:13]=1)[CH:8]=[CH:7]2. Given the reactants [F:1][C:2]1[CH:3]=[C:4]([N:24]2[CH:28]=[N:27][N:26]=[N:25]2)[CH:5]=[C:6]2[C:10]=1[N:9]([CH2:11][C:12]1[CH:17]=[CH:16][C:15]([CH:18]3[CH2:23][CH2:22][NH:21][CH2:20][CH2:19]3)=[CH:14][N:13]=1)[CH:8]=[CH:7]2.C(N(CC)CC)C.Cl[C:37]([O:39][CH:40]([CH3:42])[CH3:41])=[O:38].O, predict the reaction product.